Dataset: Full USPTO retrosynthesis dataset with 1.9M reactions from patents (1976-2016). Task: Predict the reactants needed to synthesize the given product. (1) Given the product [Cl:32][C:16]1[C:11]2[CH:10]=[CH:9][C:8]([C:3]3[C:2]([Cl:1])=[CH:7][CH:6]=[CH:5][N:4]=3)=[N:21][C:12]=2[N:13]=[C:14]([CH2:18][O:19][CH3:20])[N:15]=1, predict the reactants needed to synthesize it. The reactants are: [Cl:1][C:2]1[C:3]([C:8]2[CH:9]=[CH:10][C:11]3[C:16](=O)[NH:15][C:14]([CH2:18][O:19][CH3:20])=[N:13][C:12]=3[N:21]=2)=[N:4][CH:5]=[CH:6][CH:7]=1.N1C(C)=CC=CC=1C.O=P(Cl)(Cl)[Cl:32]. (2) Given the product [O:1]1[C:6]2[CH:7]=[CH:8][C:9]([CH2:11][CH2:12][O:13][S:14]([C:17]3[CH:23]=[CH:22][C:20]([CH3:21])=[CH:19][CH:18]=3)(=[O:16])=[O:15])=[CH:10][C:5]=2[O:4][CH2:3][CH2:2]1, predict the reactants needed to synthesize it. The reactants are: [O:1]1[C:6]2[CH:7]=[CH:8][C:9]([CH2:11][CH2:12][OH:13])=[CH:10][C:5]=2[O:4][CH2:3][CH2:2]1.[S:14](Cl)([C:17]1[CH:23]=[CH:22][C:20]([CH3:21])=[CH:19][CH:18]=1)(=[O:16])=[O:15]. (3) Given the product [N+:11]([C:14]1[CH:15]=[CH:16][C:17]([OH:22])=[C:18]([C:19]2[NH:1][N:2]=[C:3]([C:5]3[N:10]=[CH:9][CH:8]=[CH:7][N:6]=3)[N:4]=2)[CH:21]=1)([O-:13])=[O:12], predict the reactants needed to synthesize it. The reactants are: [NH2:1][NH:2][C:3]([C:5]1[N:10]=[CH:9][CH:8]=[CH:7][N:6]=1)=[NH:4].[N+:11]([C:14]1[CH:15]=[CH:16][C:17]([OH:22])=[C:18]([CH:21]=1)[CH:19]=O)([O-:13])=[O:12]. (4) The reactants are: CC(C[AlH]CC(C)C)C.C1(C)C=CC=CC=1.C([O:19][C:20](=O)[C:21]([CH2:36][CH3:37])=[CH:22][C:23]1[CH:35]=[CH:34][C:33]2[C:32]3[C:27](=[CH:28][CH:29]=[CH:30][CH:31]=3)[CH2:26][C:25]=2[CH:24]=1)C.Cl. Given the product [CH2:36]([C:21](=[CH:22][C:23]1[CH:35]=[CH:34][C:33]2[C:32]3[C:27](=[CH:28][CH:29]=[CH:30][CH:31]=3)[CH2:26][C:25]=2[CH:24]=1)[CH2:20][OH:19])[CH3:37], predict the reactants needed to synthesize it.